Dataset: Reaction yield outcomes from USPTO patents with 853,638 reactions. Task: Predict the reaction yield, written as a fraction of the theoretical maximum amount of product (1.0 means a 100% yield; for example, 0.34 means a 34% yield). The reactants are C[Si]([N-][Si](C)(C)C)(C)C.[Na+].[CH:11]1([SH:16])[CH2:15][CH2:14][CH2:13][CH2:12]1.Cl[C:18]1[N:22]([C:23]2[CH:28]=[CH:27][C:26]([C:29]([O:31][CH3:32])=[O:30])=[CH:25][CH:24]=2)[N:21]=[CH:20][C:19]=1[C:33]([O:35][C:36]([CH3:39])([CH3:38])[CH3:37])=[O:34]. The catalyst is CN(C=O)C.CCOC(C)=O. The product is [CH:11]1([S:16][C:18]2[N:22]([C:23]3[CH:28]=[CH:27][C:26]([C:29]([O:31][CH3:32])=[O:30])=[CH:25][CH:24]=3)[N:21]=[CH:20][C:19]=2[C:33]([O:35][C:36]([CH3:39])([CH3:38])[CH3:37])=[O:34])[CH2:15][CH2:14][CH2:13][CH2:12]1. The yield is 0.577.